Task: Predict the product of the given reaction.. Dataset: Forward reaction prediction with 1.9M reactions from USPTO patents (1976-2016) (1) Given the reactants [CH3:1][C:2]1([CH3:20])[CH2:19][O:18][C:5]2([C:13]3[C:8](=[CH:9][CH:10]=[C:11]([N+:14]([O-:16])=[O:15])[CH:12]=3)[NH:7][C:6]2=[O:17])[O:4][CH2:3]1.[H-].[Na+].Br[CH2:24][C:25]([O:27][CH3:28])=[O:26], predict the reaction product. The product is: [CH3:1][C:2]1([CH3:20])[CH2:3][O:4][C:5]2([C:13]3[C:8](=[CH:9][CH:10]=[C:11]([N+:14]([O-:16])=[O:15])[CH:12]=3)[N:7]([CH2:24][C:25]([O:27][CH3:28])=[O:26])[C:6]2=[O:17])[O:18][CH2:19]1. (2) Given the reactants [Cl:1][C:2]1[CH:28]=[CH:27][C:5]([C:6]([N:8]2[CH2:12][CH2:11][C@@H:10]([NH:13][C:14]3[N:19]=[CH:18][C:17](/[CH:20]=[CH:21]/[C:22]([O:24]CC)=[O:23])=[CH:16][CH:15]=3)[CH2:9]2)=[O:7])=[CH:4][CH:3]=1.[OH-].[Na+], predict the reaction product. The product is: [Cl:1][C:2]1[CH:3]=[CH:4][C:5]([C:6]([N:8]2[CH2:12][CH2:11][C@@H:10]([NH:13][C:14]3[N:19]=[CH:18][C:17](/[CH:20]=[CH:21]/[C:22]([OH:24])=[O:23])=[CH:16][CH:15]=3)[CH2:9]2)=[O:7])=[CH:27][CH:28]=1. (3) The product is: [O:1]=[C:2]1[N:6]([C:7]2[CH:8]=[CH:9][C:10]3[C:16](=[O:17])[C:15](=[CH:30][C:27]4[CH:28]=[CH:29][N:24]=[CH:25][CH:26]=4)[CH2:14][CH2:13][CH2:12][C:11]=3[CH:18]=2)[CH2:5][C@H:4]([CH2:19][NH:20][C:21](=[O:23])[CH3:22])[O:3]1. Given the reactants [O:1]=[C:2]1[N:6]([C:7]2[CH:8]=[CH:9][C:10]3[C:16](=[O:17])[CH2:15][CH2:14][CH2:13][CH2:12][C:11]=3[CH:18]=2)[CH2:5][C@H:4]([CH2:19][NH:20][C:21](=[O:23])[CH3:22])[O:3]1.[N:24]1[CH:29]=[CH:28][C:27]([CH:30]=O)=[CH:26][CH:25]=1.N1CCCCC1, predict the reaction product. (4) Given the reactants Br[C:2]1[N:7]=[N:6][C:5]([C:8]2[CH:17]=[CH:16][C:15]3[C:10](=[CH:11][CH:12]=[CH:13][CH:14]=3)[CH:9]=2)=[C:4]([C:18]2[CH:23]=[CH:22][N:21]=[CH:20][CH:19]=2)[CH:3]=1.C(O)C.[NH:27]1[CH2:30][CH2:29][CH2:28]1, predict the reaction product. The product is: [N:27]1([C:2]2[N:7]=[N:6][C:5]([C:8]3[CH:17]=[CH:16][C:15]4[C:10](=[CH:11][CH:12]=[CH:13][CH:14]=4)[CH:9]=3)=[C:4]([C:18]3[CH:23]=[CH:22][N:21]=[CH:20][CH:19]=3)[CH:3]=2)[CH2:30][CH2:29][CH2:28]1. (5) The product is: [Cl:1][C:2]1[CH:7]=[CH:6][C:5]([CH2:8][CH:9]([CH3:14])[CH2:10][S:11]([CH3:13])(=[NH:15])=[O:12])=[CH:4][N:3]=1. Given the reactants [Cl:1][C:2]1[CH:7]=[CH:6][C:5]([CH2:8][CH:9]([CH3:14])[CH2:10][S:11]([CH3:13])=[O:12])=[CH:4][N:3]=1.[N-:15]=[N+]=[N-].[Na+].OS(O)(=O)=O, predict the reaction product. (6) The product is: [OH:13][CH2:12][C@@H:2]([O:1][CH2:44][P:45]([OH:54])([OH:50])=[O:46])[CH2:3][N:4]1[CH:11]=[N:10][C:8]([NH2:9])=[N:7][C:5]1=[O:6]. Given the reactants [OH:1][C@H:2]([CH2:12][O:13]C(C1C=CC=CC=1)(C1C=CC=CC=1)C1C=CC=CC=1)[CH2:3][N:4]1[CH:11]=[N:10][C:8]([NH2:9])=[N:7][C:5]1=[O:6].S(O[CH2:44][P:45](=[O:54])([O:50]C(C)C)[O:46]C(C)C)(C1C=CC(C)=CC=1)(=O)=O.[H-].[Na+].Br[Si](C)(C)C, predict the reaction product. (7) Given the reactants [Cl:1][C:2]1[N:3]=[N:4][C:5]([Cl:11])=[CH:6][C:7]=1[C:8](Cl)=[O:9].Cl.CN.[CH2:15]([N:17](CC)CC)C, predict the reaction product. The product is: [Cl:1][C:2]1[N:3]=[N:4][C:5]([Cl:11])=[CH:6][C:7]=1[C:8]([NH:17][CH3:15])=[O:9].